From a dataset of Ames mutagenicity test results for genotoxicity prediction. Regression/Classification. Given a drug SMILES string, predict its toxicity properties. Task type varies by dataset: regression for continuous values (e.g., LD50, hERG inhibition percentage) or binary classification for toxic/non-toxic outcomes (e.g., AMES mutagenicity, cardiotoxicity, hepatotoxicity). Dataset: ames. The molecule is C1=CC2OC2C=CO1. The result is 0 (non-mutagenic).